Dataset: Reaction yield outcomes from USPTO patents with 853,638 reactions. Task: Predict the reaction yield, written as a fraction of the theoretical maximum amount of product (1.0 means a 100% yield; for example, 0.34 means a 34% yield). (1) The reactants are [CH3:1][C:2]1[CH:18]=[CH:17][C:5]([C:6]([C:8]2[CH:13]=[CH:12][C:11]([N+:14]([O-:16])=[O:15])=[CH:10][CH:9]=2)=[O:7])=[CH:4][CH:3]=1.[Br:19]N1C(=O)CCC1=O. The catalyst is C(Cl)(Cl)(Cl)Cl.C(OOC(=O)C1C=CC=CC=1)(=O)C1C=CC=CC=1. The product is [Br:19][CH2:1][C:2]1[CH:3]=[CH:4][C:5]([C:6]([C:8]2[CH:13]=[CH:12][C:11]([N+:14]([O-:16])=[O:15])=[CH:10][CH:9]=2)=[O:7])=[CH:17][CH:18]=1. The yield is 0.810. (2) The reactants are [CH3:1][C:2]1([CH3:23])[CH2:6][N:5]([C:7]([NH:20][CH2:21][CH3:22])=[N:8][S:9]([C:12]2[CH:17]=[CH:16][CH:15]=[C:14]([O:18]C)[CH:13]=2)(=[O:11])=[O:10])[N:4]=[CH:3]1.B(Br)(Br)Br.C([O-])(O)=O.[Na+]. The catalyst is C(Cl)Cl. The product is [CH3:1][C:2]1([CH3:23])[CH2:6][N:5]([C:7]([NH:20][CH2:21][CH3:22])=[N:8][S:9]([C:12]2[CH:17]=[CH:16][CH:15]=[C:14]([OH:18])[CH:13]=2)(=[O:11])=[O:10])[N:4]=[CH:3]1. The yield is 0.560. (3) The reactants are Cl[C:2]1[C:3]([CH:8]2[CH2:13][CH2:12][N:11]([C:14]([O:16][C:17]([CH3:20])([CH3:19])[CH3:18])=[O:15])[CH2:10][CH2:9]2)=[N:4][CH:5]=[CH:6][N:7]=1.[F:21][C:22]1[CH:23]=[C:24](B(O)O)[CH:25]=[CH:26][C:27]=1[C:28](=[O:31])[NH:29][CH3:30].P([O-])([O-])([O-])=O.[K+].[K+].[K+].O1CCOCC1. The catalyst is CC(P(C(C)(C)C)C1C=CC(N(C)C)=CC=1)(C)C.CC(P(C(C)(C)C)C1C=CC(N(C)C)=CC=1)(C)C.Cl[Pd]Cl.O. The product is [F:21][C:22]1[CH:23]=[C:24]([C:2]2[C:3]([CH:8]3[CH2:13][CH2:12][N:11]([C:14]([O:16][C:17]([CH3:20])([CH3:19])[CH3:18])=[O:15])[CH2:10][CH2:9]3)=[N:4][CH:5]=[CH:6][N:7]=2)[CH:25]=[CH:26][C:27]=1[C:28](=[O:31])[NH:29][CH3:30]. The yield is 0.880. (4) The reactants are ClC1N=C(C2SC(N3CCCC3)=NC=2C2C=C(NS(C3C(F)=CC=CC=3F)(=O)=O)C=CC=2)C=CN=1.[Cl:36][C:37]1[N:42]=[C:41]([CH2:43][C:44]([C:46]2[C:47]([F:64])=[C:48]([NH:52][S:53]([C:56]3[CH:61]=[C:60]([F:62])[CH:59]=[CH:58][C:57]=3[F:63])(=[O:55])=[O:54])[CH:49]=[CH:50][CH:51]=2)=O)[CH:40]=[CH:39][N:38]=1.[NH2:65][C:66]([CH:68]1[CH2:73][CH2:72][N:71]([C:74]([O:76][C:77]([CH3:80])([CH3:79])[CH3:78])=[O:75])[CH2:70][CH2:69]1)=[S:67]. No catalyst specified. The product is [Cl:36][C:37]1[N:42]=[C:41]([C:43]2[S:67][C:66]([CH:68]3[CH2:73][CH2:72][N:71]([C:74]([O:76][C:77]([CH3:80])([CH3:79])[CH3:78])=[O:75])[CH2:70][CH2:69]3)=[N:65][C:44]=2[C:46]2[CH:51]=[CH:50][CH:49]=[C:48]([NH:52][S:53]([C:56]3[CH:61]=[C:60]([F:62])[CH:59]=[CH:58][C:57]=3[F:63])(=[O:55])=[O:54])[C:47]=2[F:64])[CH:40]=[CH:39][N:38]=1. The yield is 0.600.